This data is from Forward reaction prediction with 1.9M reactions from USPTO patents (1976-2016). The task is: Predict the product of the given reaction. The product is: [C:1]([C:5]1[CH:10]=[C:9]([Br:19])[CH:8]=[CH:7][C:6]=1[OH:11])([CH3:4])([CH3:2])[CH3:3]. Given the reactants [C:1]([C:5]1[CH:10]=[CH:9][CH:8]=[CH:7][C:6]=1[OH:11])([CH3:4])([CH3:3])[CH3:2].C1C(=O)N([Br:19])C(=O)C1, predict the reaction product.